This data is from Reaction yield outcomes from USPTO patents with 853,638 reactions. The task is: Predict the reaction yield, written as a fraction of the theoretical maximum amount of product (1.0 means a 100% yield; for example, 0.34 means a 34% yield). (1) The reactants are FC(F)(F)C1C=C(NC(=O)NC2C=CC(C3SC(CCC(OC)=O)=NC=3)=CC=2)C=CC=1.[C:32]([NH:35][C:36](=[O:56])[CH2:37][CH:38]1[CH2:43][CH2:42][CH:41]([C:44]2[S:45][C:46]([C:49]3[CH:54]=[CH:53][C:52]([NH2:55])=[CH:51][CH:50]=3)=[CH:47][N:48]=2)[CH2:40][CH2:39]1)(=[O:34])[CH3:33].[F:57][C:58]1[CH:63]=[C:62]([F:64])[CH:61]=[CH:60][C:59]=1[N:65]=[C:66]=[O:67]. No catalyst specified. The product is [C:32]([NH:35][C:36](=[O:56])[CH2:37][CH:38]1[CH2:43][CH2:42][CH:41]([C:44]2[S:45][C:46]([C:49]3[CH:50]=[CH:51][C:52]([NH:55][C:66]([NH:65][C:59]4[CH:60]=[CH:61][C:62]([F:64])=[CH:63][C:58]=4[F:57])=[O:67])=[CH:53][CH:54]=3)=[CH:47][N:48]=2)[CH2:40][CH2:39]1)(=[O:34])[CH3:33]. The yield is 0.440. (2) The reactants are [CH3:1][O:2][C:3]1[CH:8]=[CH:7][CH:6]=[CH:5][C:4]=1[C:9]1[C:17]2[C:12](=[N:13][CH:14]=[C:15](B3OC(C)(C)C(C)(C)O3)[CH:16]=2)[N:11]([CH2:27][O:28][CH2:29][CH2:30][Si:31]([CH3:34])([CH3:33])[CH3:32])[N:10]=1.Br[C:36]1[CH:37]=[C:38]([CH:42]([NH:46][C:47]([O:49][C:50]([CH3:53])([CH3:52])[CH3:51])=[O:48])[C:43]([OH:45])=[O:44])[CH:39]=[CH:40][CH:41]=1.C(=O)([O-])[O-].[Na+].[Na+].Cl. The catalyst is C1C=CC([PH+]([C]2[CH][CH][CH][CH]2)C2C=CC=CC=2)=CC=1.C1C=CC([PH+]([C]2[CH][CH][CH][CH]2)C2C=CC=CC=2)=CC=1.C(Cl)Cl.Cl[Pd]Cl.[Fe].C(#N)C.C1COCC1. The product is [C:50]([O:49][C:47]([NH:46][CH:42]([C:38]1[CH:39]=[CH:40][CH:41]=[C:36]([C:15]2[CH:16]=[C:17]3[C:9]([C:4]4[CH:5]=[CH:6][CH:7]=[CH:8][C:3]=4[O:2][CH3:1])=[N:10][N:11]([CH2:27][O:28][CH2:29][CH2:30][Si:31]([CH3:33])([CH3:34])[CH3:32])[C:12]3=[N:13][CH:14]=2)[CH:37]=1)[C:43]([OH:45])=[O:44])=[O:48])([CH3:53])([CH3:51])[CH3:52]. The yield is 0.500.